From a dataset of Forward reaction prediction with 1.9M reactions from USPTO patents (1976-2016). Predict the product of the given reaction. Given the reactants BrC1C(C(=O)N(CCCC)CCCC)=NN(C2C=CC(C(O)=O)=CC=2C(N2CCC3C(=CC=CC=3)C2)=O)C=1C.[CH2:40]([N:44]([CH2:82][C:83]1[CH:88]=[CH:87][C:86]([Cl:89])=[C:85]([Cl:90])[CH:84]=1)[C:45]([C:47]1[C:51]([Cl:52])=[C:50]([CH3:53])[N:49]([C:54]2[CH:69]=[CH:68][C:57]([C:58]([O:60]CC3C=CC=CC=3)=[O:59])=[CH:56][C:55]=2[C:70]([N:72]2[CH2:81][CH2:80][C:79]3[C:74](=[CH:75][CH:76]=[CH:77][CH:78]=3)[CH2:73]2)=[O:71])[N:48]=1)=[O:46])[CH2:41][CH2:42][CH3:43], predict the reaction product. The product is: [CH2:40]([N:44]([CH2:82][C:83]1[CH:88]=[CH:87][C:86]([Cl:89])=[C:85]([Cl:90])[CH:84]=1)[C:45]([C:47]1[C:51]([Cl:52])=[C:50]([CH3:53])[N:49]([C:54]2[CH:69]=[CH:68][C:57]([C:58]([OH:60])=[O:59])=[CH:56][C:55]=2[C:70]([N:72]2[CH2:81][CH2:80][C:79]3[C:74](=[CH:75][CH:76]=[CH:77][CH:78]=3)[CH2:73]2)=[O:71])[N:48]=1)=[O:46])[CH2:41][CH2:42][CH3:43].